Dataset: Forward reaction prediction with 1.9M reactions from USPTO patents (1976-2016). Task: Predict the product of the given reaction. Given the reactants [Si:1]([O:8][CH2:9][C:10]1[CH:11]=[C:12]([OH:16])[CH:13]=[CH:14][CH:15]=1)([C:4]([CH3:7])([CH3:6])[CH3:5])([CH3:3])[CH3:2].ClC(Cl)(O[C:21](=[O:27])[O:22][C:23](Cl)(Cl)Cl)Cl.N1C=CC=CC=1.[CH3:35][S:36]([C:39]1[CH:44]=[CH:43][C:42](/[C:45](=[C:48](\[C:51]2[CH:56]=[CH:55][CH:54]=[CH:53][CH:52]=2)/[CH2:49][OH:50])/CO)=[CH:41][CH:40]=1)(=[O:38])=[O:37], predict the reaction product. The product is: [C:21](=[O:27])([O:22][CH2:23]/[C:45](/[C:42]1[CH:41]=[CH:40][C:39]([S:36]([CH3:35])(=[O:38])=[O:37])=[CH:44][CH:43]=1)=[C:48](/[C:51]1[CH:52]=[CH:53][CH:54]=[CH:55][CH:56]=1)\[CH2:49][OH:50])[O:16][C:12]1[CH:13]=[CH:14][CH:15]=[C:10]([CH2:9][O:8][Si:1]([C:4]([CH3:7])([CH3:6])[CH3:5])([CH3:3])[CH3:2])[CH:11]=1.